This data is from Forward reaction prediction with 1.9M reactions from USPTO patents (1976-2016). The task is: Predict the product of the given reaction. (1) Given the reactants [NH2:1][C:2]1[CH:9]=[CH:8][C:5]([C:6]#[N:7])=[C:4]([Cl:10])[CH:3]=1.[C:11]1(=O)[CH2:16][CH2:15][CH2:14][C:13](=[O:17])[CH2:12]1.O.C1(C)C=CC(S(O)(=O)=O)=CC=1, predict the reaction product. The product is: [Cl:10][C:4]1[CH:3]=[C:2]([NH:1][C:11]2[CH2:16][CH2:15][CH2:14][C:13](=[O:17])[CH:12]=2)[CH:9]=[CH:8][C:5]=1[C:6]#[N:7]. (2) Given the reactants [Cl:1][C:2]1[CH:7]=[CH:6][C:5]([C:8]2[N:9]([CH2:14][C@H:15]([OH:20])[C:16]([F:19])([F:18])[F:17])[C:10](=[O:13])[NH:11][N:12]=2)=[CH:4][CH:3]=1.Br[CH2:22][C:23]1[S:24][C:25]([C:32]2[CH:37]=[CH:36][CH:35]=[CH:34][C:33]=2[Cl:38])=[C:26]([C:28]([F:31])([F:30])[F:29])[N:27]=1, predict the reaction product. The product is: [Cl:1][C:2]1[CH:7]=[CH:6][C:5]([C:8]2[N:9]([CH2:14][C@H:15]([OH:20])[C:16]([F:18])([F:19])[F:17])[C:10](=[O:13])[N:11]([CH2:22][C:23]3[S:24][C:25]([C:32]4[CH:37]=[CH:36][CH:35]=[CH:34][C:33]=4[Cl:38])=[C:26]([C:28]([F:31])([F:29])[F:30])[N:27]=3)[N:12]=2)=[CH:4][CH:3]=1. (3) Given the reactants [Br:1][C:2]1[CH:8]=[CH:7][C:5]([NH2:6])=[CH:4][CH:3]=1.[C:9]([O:13][C:14]([NH:16][C@@H:17]([CH2:21][C:22]1[CH:27]=[CH:26][CH:25]=[CH:24][CH:23]=1)[C:18](O)=[O:19])=[O:15])([CH3:12])([CH3:11])[CH3:10].C(N(C(C)C)CC)(C)C.F[P-](F)(F)(F)(F)F.N1(OC(N(C)C)=[N+](C)C)C2N=CC=CC=2N=N1, predict the reaction product. The product is: [CH2:21]([C@H:17]([NH:16][C:14](=[O:15])[O:13][C:9]([CH3:11])([CH3:10])[CH3:12])[C:18]([NH:6][C:5]1[CH:7]=[CH:8][C:2]([Br:1])=[CH:3][CH:4]=1)=[O:19])[C:22]1[CH:27]=[CH:26][CH:25]=[CH:24][CH:23]=1. (4) Given the reactants [Mg].Cl[CH:3]1[CH2:8][CH2:7][N:6]([CH3:9])[CH2:5][CH2:4]1.[O:10]=[C:11]1[C:20]2[CH:21]=[C:22]([S:25][CH2:26][C:27]([O:29][CH3:30])=[O:28])[CH:23]=[CH:24][C:19]=2[O:18][CH2:17][C:16]2[CH:15]=[CH:14][S:13][C:12]1=2.[Cl-].[NH4+], predict the reaction product. The product is: [OH:10][C:11]1([CH:3]2[CH2:8][CH2:7][N:6]([CH3:9])[CH2:5][CH2:4]2)[C:20]2[CH:21]=[C:22]([S:25][CH2:26][C:27]([O:29][CH3:30])=[O:28])[CH:23]=[CH:24][C:19]=2[O:18][CH2:17][C:16]2[CH:15]=[CH:14][S:13][C:12]1=2. (5) Given the reactants [OH:1][CH:2]([C:6]1[O:10][N:9]=[C:8]([C:11]([OH:13])=O)[CH:7]=1)[CH:3]([CH3:5])[CH3:4].[NH2:14][C@@H:15]([CH3:32])[CH2:16][N:17]1[CH:21]=[CH:20][C:19]([C:22]2[CH:29]=[C:28]([F:30])[C:25]([C:26]#[N:27])=[C:24]([Cl:31])[CH:23]=2)=[N:18]1.CN(C=O)C, predict the reaction product. The product is: [Cl:31][C:24]1[CH:23]=[C:22]([C:19]2[CH:20]=[CH:21][N:17]([CH2:16][C@@H:15]([NH:14][C:11]([C:8]3[CH:7]=[C:6]([CH:2]([OH:1])[CH:3]([CH3:4])[CH3:5])[O:10][N:9]=3)=[O:13])[CH3:32])[N:18]=2)[CH:29]=[C:28]([F:30])[C:25]=1[C:26]#[N:27]. (6) The product is: [CH2:32]([C@@H:34]([OH:35])[C@H:36]([OH:37])[C@H:38]([OH:39])[CH2:40][OH:41])[CH:31]=[O:30]. Given the reactants BrBr.C(O[C@H]1[C@H](OC(=O)C)[C@@H](COC(=O)C)OC=C1)(=O)C.BrN1C(=O)CCC1=O.[O:30]=[CH:31][C@@H:32]([C@H:34]([C@@H:36]([C@@H:38]([CH2:40][OH:41])[OH:39])[OH:37])[OH:35])O.C(S)C.C(Cl)(=O)C1C=CC=CC=1, predict the reaction product. (7) Given the reactants C(OC(=O)C(C)=C)C1OC1.C(N(CC)CC)C.[O:18]=[N:19][N:20]([O-:27])[C:21]1[CH:26]=[CH:25][CH:24]=[CH:23][CH:22]=1.O=NN([O-])C1C=CC=CC=1.O=NN([O-])C1C=CC=CC=1.[Al+3:48], predict the reaction product. The product is: [Al:48].[N:19]([N:20]([C:21]1[CH:26]=[CH:25][CH:24]=[CH:23][CH:22]=1)[OH:27])=[O:18].